This data is from Catalyst prediction with 721,799 reactions and 888 catalyst types from USPTO. The task is: Predict which catalyst facilitates the given reaction. (1) Reactant: [CH3:1][C:2]([CH3:13])([C:8]([O:10]CC)=[O:9])[C:3]([O:5][CH2:6][CH3:7])=[O:4].[OH-].[K+].CCOC(C)=O.Cl. Product: [CH2:6]([O:5][C:3](=[O:4])[C:2]([CH3:13])([CH3:1])[C:8]([OH:10])=[O:9])[CH3:7]. The catalyst class is: 14. (2) Reactant: C(O[C:6]1[O:10][C:9]([C:11]([O:13][CH2:14][CH3:15])=[O:12])=[N:8][CH:7]=1)CCC.[Cl:16][C:17]1[CH:18]=[C:19]([CH:28]=[CH:29][C:30]=1[F:31])[CH2:20][N:21]1[CH2:26][CH2:25][CH:24]=[CH:23][C:22]1=[O:27]. Product: [Cl:16][C:17]1[CH:18]=[C:19]([CH:28]=[CH:29][C:30]=1[F:31])[CH2:20][N:21]1[CH2:26][CH2:25][C:24]2[C:9]([C:11]([O:13][CH2:14][CH3:15])=[O:12])=[N:8][CH:7]=[C:6]([OH:10])[C:23]=2[C:22]1=[O:27]. The catalyst class is: 6. (3) Reactant: Cl[C:2]1[N:7]=[CH:6][CH:5]=[CH:4][N:3]=1.[CH3:8][O:9][C:10]1[CH:11]=[C:12]([C:18]2[C@@H:27]3[C@@H:22]([CH2:23][CH:24]=[CH:25][CH2:26]3)[C:21](=[O:28])[N:20]([CH:29]3[CH2:34][CH2:33][N:32](C4C=CC([N+]([O-])=O)=CC=4)[CH2:31][CH2:30]3)[N:19]=2)[CH:13]=[CH:14][C:15]=1[O:16][CH3:17]. Product: [CH3:8][O:9][C:10]1[CH:11]=[C:12]([C:18]2[C@@H:27]3[C@@H:22]([CH2:23][CH:24]=[CH:25][CH2:26]3)[C:21](=[O:28])[N:20]([CH:29]3[CH2:34][CH2:33][N:32]([C:2]4[N:7]=[CH:6][CH:5]=[CH:4][N:3]=4)[CH2:31][CH2:30]3)[N:19]=2)[CH:13]=[CH:14][C:15]=1[O:16][CH3:17]. The catalyst class is: 5. (4) Reactant: [CH3:1][N:2]([CH2:4][CH:5]1[CH2:10][CH2:9][CH2:8][CH2:7][C:6]1([C:12]1[CH:13]=[C:14]([CH:19]=[CH:20][CH:21]=1)[C:15]([O:17]C)=[O:16])[OH:11])[CH3:3].[OH-].[Na+]. Product: [CH3:3][N:2]([CH2:4][CH:5]1[CH2:10][CH2:9][CH2:8][CH2:7][C:6]1([C:12]1[CH:13]=[C:14]([CH:19]=[CH:20][CH:21]=1)[C:15]([OH:17])=[O:16])[OH:11])[CH3:1]. The catalyst class is: 5. (5) Reactant: [NH2:1][C:2](=O)[CH2:3][CH:4]1[CH2:7][N:6]([C:8]([O:10][C:11]([CH3:14])([CH3:13])[CH3:12])=[O:9])[CH2:5]1.CSC.B.CCN(C(C)C)C(C)C.II. Product: [NH2:1][CH2:2][CH2:3][CH:4]1[CH2:7][N:6]([C:8]([O:10][C:11]([CH3:14])([CH3:13])[CH3:12])=[O:9])[CH2:5]1. The catalyst class is: 36. (6) Reactant: [CH2:1]([C:4]1[CH:18]=[CH:17][C:7]([O:8][C:9]2[CH:10]=[C:11]([CH:14]=[CH:15][CH:16]=2)[C:12]#[N:13])=[CH:6][CH:5]=1)[CH2:2][CH3:3].C1COCC1.[H-].[Al+3].[Li+].[H-].[H-].[H-].[OH-].[Na+]. Product: [CH2:1]([C:4]1[CH:18]=[CH:17][C:7]([O:8][C:9]2[CH:10]=[C:11]([CH:14]=[CH:15][CH:16]=2)[CH2:12][NH2:13])=[CH:6][CH:5]=1)[CH2:2][CH3:3]. The catalyst class is: 97. (7) Reactant: C(OC([NH:8][CH2:9][CH2:10][O:11][C:12]1[CH:20]=[C:19]([Cl:21])[CH:18]=[C:17]([F:22])[C:13]=1[C:14]([OH:16])=[O:15])=O)(C)(C)C. Product: [NH2:8][CH2:9][CH2:10][O:11][C:12]1[CH:20]=[C:19]([Cl:21])[CH:18]=[C:17]([F:22])[C:13]=1[C:14]([OH:16])=[O:15]. The catalyst class is: 209.